From a dataset of Full USPTO retrosynthesis dataset with 1.9M reactions from patents (1976-2016). Predict the reactants needed to synthesize the given product. (1) Given the product [CH3:18][C:2]1([CH3:1])[C:3]([CH3:17])([CH3:16])[O:4][B:5]([C:7]2[CH:8]=[CH:9][C:10]([C:11]([N:43]3[CH2:47][CH2:46][CH2:45][C@H:44]3[C:48]([O:50][C:51]([CH3:54])([CH3:53])[CH3:52])=[O:49])=[O:13])=[CH:14][CH:15]=2)[O:6]1, predict the reactants needed to synthesize it. The reactants are: [CH3:1][C:2]1([CH3:18])[O:6][B:5]([C:7]2[CH:15]=[CH:14][C:10]([C:11]([OH:13])=O)=[CH:9][CH:8]=2)[O:4][C:3]1([CH3:17])[CH3:16].CN(C(ON1N=NC2C=CC=NC1=2)=[N+](C)C)C.F[P-](F)(F)(F)(F)F.[NH:43]1[CH2:47][CH2:46][CH2:45][C@H:44]1[C:48]([O:50][C:51]([CH3:54])([CH3:53])[CH3:52])=[O:49].CCN(C(C)C)C(C)C. (2) Given the product [CH3:23][C:22]([O:18][C:17]([C:9]1[CH:10]=[CH:11][C:12]2[C:13](=[O:16])[C:14]3[C:5]([S:6][C:7]=2[CH:8]=1)=[CH:4][CH:3]=[C:2]([CH3:1])[CH:15]=3)=[O:19])([CH3:24])[CH2:21][CH3:20], predict the reactants needed to synthesize it. The reactants are: [CH3:1][C:2]1[CH:15]=[C:14]2[C:5]([S:6][C:7]3[CH:8]=[C:9]([C:17]([OH:19])=[O:18])[CH:10]=[CH:11][C:12]=3[C:13]2=[O:16])=[CH:4][CH:3]=1.[CH3:20][CH2:21][C:22]([O-])([CH3:24])[CH3:23].[Na+]. (3) Given the product [OH:62][C@@:63]1([C:70](=[O:74])[C:71]([N:1]2[CH2:6][CH2:5][CH2:4][CH2:3][C@H:2]2[C:7]([O:9][C@@H:10]([C:23]2[CH:28]=[CH:27][CH:26]=[C:25]([O:29][CH2:30][CH2:31][N:32]3[CH2:33][CH2:34][O:35][CH2:36][CH2:37]3)[CH:24]=2)[CH2:11][CH2:12][C:13]2[CH:18]=[CH:17][C:16]([O:19][CH3:20])=[C:15]([O:21][CH3:22])[CH:14]=2)=[O:8])=[O:72])[CH2:68][CH2:67][CH2:66][CH2:65][C@H:64]1[CH3:69], predict the reactants needed to synthesize it. The reactants are: [NH:1]1[CH2:6][CH2:5][CH2:4][CH2:3][C@H:2]1[C:7]([O:9][C@@H:10]([C:23]1[CH:28]=[CH:27][CH:26]=[C:25]([O:29][CH2:30][CH2:31][N:32]2[CH2:37][CH2:36][O:35][CH2:34][CH2:33]2)[CH:24]=1)[CH2:11][CH2:12][C:13]1[CH:18]=[CH:17][C:16]([O:19][CH3:20])=[C:15]([O:21][CH3:22])[CH:14]=1)=[O:8].CN(C(ON1N=NC2C=CC=NC1=2)=[N+](C)C)C.F[P-](F)(F)(F)(F)F.[OH:62][C@@:63]1([C:70](=[O:74])[C:71](O)=[O:72])[CH2:68][CH2:67][CH2:66][CH2:65][C@H:64]1[CH3:69]. (4) Given the product [F:21][C:22]([F:41])([F:40])[S:23]([O:1][C:2]1[C:6]2[CH2:7][N:8]([C:11](=[O:20])[CH2:12][O:13][C:14]3[CH:19]=[CH:18][CH:17]=[CH:16][CH:15]=3)[CH2:9][CH2:10][C:5]=2[NH:4][N:3]=1)(=[O:25])=[O:24], predict the reactants needed to synthesize it. The reactants are: [OH:1][C:2]1[C:6]2[CH2:7][N:8]([C:11](=[O:20])[CH2:12][O:13][C:14]3[CH:19]=[CH:18][CH:17]=[CH:16][CH:15]=3)[CH2:9][CH2:10][C:5]=2[NH:4][N:3]=1.[F:21][C:22]([F:41])([F:40])[S:23](N(C1C=CC=CC=1)[S:23]([C:22]([F:41])([F:40])[F:21])(=[O:25])=[O:24])(=[O:25])=[O:24]. (5) The reactants are: [OH:1][C:2]1[CH:7]=[CH:6][C:5]([CH2:8][C:9]#[N:10])=[CH:4][CH:3]=1.Cl[CH2:12][CH2:13][CH2:14][CH2:15][CH2:16][CH2:17][CH2:18][CH2:19][OH:20].C(=O)([O-])[O-].[K+].[K+].[I-].[K+]. Given the product [OH:20][CH2:19][CH2:18][CH2:17][CH2:16][CH2:15][CH2:14][CH2:13][CH2:12][O:1][C:2]1[CH:7]=[CH:6][C:5]([CH2:8][C:9]#[N:10])=[CH:4][CH:3]=1, predict the reactants needed to synthesize it. (6) Given the product [Br:13][CH2:10][C:8]1[S:7][C:3]2[C:2](=[N:1][CH:6]=[CH:5][N:4]=2)[CH:9]=1, predict the reactants needed to synthesize it. The reactants are: [N:1]1[CH:6]=[CH:5][N:4]=[C:3]2[S:7][C:8]([CH2:10]O)=[CH:9][C:2]=12.P(Br)(Br)[Br:13].O.[OH-].[Na+]. (7) Given the product [CH2:1]([P:3]([CH2:8][CH2:7][CH2:6][OH:9])(=[O:5])[OH:4])[CH3:2], predict the reactants needed to synthesize it. The reactants are: [CH2:1]([P:3]([OH:5])[OH:4])[CH3:2].[CH2:6]([OH:9])[CH:7]=[CH2:8].[O-]S(OOS([O-])(=O)=O)(=O)=O.[Na+].[Na+].